Dataset: HIV replication inhibition screening data with 41,000+ compounds from the AIDS Antiviral Screen. Task: Binary Classification. Given a drug SMILES string, predict its activity (active/inactive) in a high-throughput screening assay against a specified biological target. (1) The molecule is O=C1C([P+](c2ccccc2)(c2ccccc2)c2ccccc2)=C([O-])C(=Cc2ccc(Cl)c(Cl)c2)C([O-])=C1[P+](c1ccccc1)(c1ccccc1)c1ccccc1. The result is 0 (inactive). (2) The molecule is CC(=O)Nc1cc(N=Nc2ccc(N=Nc3ccc(NC(=O)c4ccc(N)cc4)cc3C)cc2C)c(S(=O)(=O)O)cc1N=Nc1ccc(S(=O)(=O)O)cc1. The result is 1 (active).